This data is from Catalyst prediction with 721,799 reactions and 888 catalyst types from USPTO. The task is: Predict which catalyst facilitates the given reaction. (1) Reactant: [OH:1][C:2]1[CH:7]=[CH:6][N:5]([C:8]2[CH:9]=[CH:10][C:11]3[N:15]=[C:14]([CH:16]4[CH2:18][CH:17]4[C:19]([OH:22])([CH3:21])[CH3:20])[N:13]([CH3:23])[C:12]=3[CH:24]=2)[C:4](=[O:25])[CH:3]=1.[Cl:26][C:27]1[S:31][C:30]([CH2:32]O)=[CH:29][CH:28]=1.C(P(CCCC)CCCC)CCC.N(C(N1CCCCC1)=O)=NC(N1CCCCC1)=O. Product: [Cl:26][C:27]1[S:31][C:30]([CH2:32][O:1][C:2]2[CH:7]=[CH:6][N:5]([C:8]3[CH:9]=[CH:10][C:11]4[N:15]=[C:14]([CH:16]5[CH2:18][CH:17]5[C:19]([OH:22])([CH3:20])[CH3:21])[N:13]([CH3:23])[C:12]=4[CH:24]=3)[C:4](=[O:25])[CH:3]=2)=[CH:29][CH:28]=1. The catalyst class is: 1. (2) Reactant: [CH3:1][O:2][C:3]1[CH:4]=[C:5]2[O:9][C:8]([C:10]3[N:11]=[C:12]4[N:16]([CH:17]=3)[N:15]=[C:14]([O:18][CH3:19])[S:13]4)=[CH:7][C:6]2=[C:20]([OH:22])[CH:21]=1.[O:23]1[CH2:28][CH2:27][CH2:26][CH2:25][CH:24]1[O:29][CH:30]([C:32]1[CH:33]=[CH:34][C:35]([C:38]2[CH:39]=[C:40]([CH2:44]O)[CH:41]=[CH:42][CH:43]=2)=[N:36][CH:37]=1)[CH3:31].C(P(CCCC)CCCC)CCC.N(C(N1CCCCC1)=O)=NC(N1CCCCC1)=O. Product: [CH3:19][O:18][C:14]1[S:13][C:12]2=[N:11][C:10]([C:8]3[O:9][C:5]4[CH:4]=[C:3]([O:2][CH3:1])[CH:21]=[C:20]([O:22][CH2:44][C:40]5[CH:41]=[CH:42][CH:43]=[C:38]([C:35]6[CH:34]=[CH:33][C:32]([CH:30]([O:29][CH:24]7[CH2:25][CH2:26][CH2:27][CH2:28][O:23]7)[CH3:31])=[CH:37][N:36]=6)[CH:39]=5)[C:6]=4[CH:7]=3)=[CH:17][N:16]2[N:15]=1. The catalyst class is: 76. (3) Reactant: [NH2:1][C:2]1[CH:9]=[CH:8][CH:7]=[C:6]([O:10][C@H:11]2[CH2:16][CH2:15][C@H:14]([CH3:17])[CH2:13][CH2:12]2)[C:3]=1[C:4]#[N:5].[C:18]([O:24][CH2:25][CH3:26])(=[O:23])[CH2:19][C:20]([CH3:22])=O.[Sn](Cl)(Cl)(Cl)Cl. Product: [NH2:5][C:4]1[C:3]2[C:2](=[CH:9][CH:8]=[CH:7][C:6]=2[O:10][C@H:11]2[CH2:16][CH2:15][C@H:14]([CH3:17])[CH2:13][CH2:12]2)[N:1]=[C:20]([CH3:22])[C:19]=1[C:18]([O:24][CH2:25][CH3:26])=[O:23]. The catalyst class is: 11. (4) Reactant: [CH2:1]([O:8][C:9]([C@H:11]1[CH2:16][CH2:15][C@@H:14]([NH:17][CH2:18][CH2:19][O:20][CH2:21][C:22]2[CH:27]=[CH:26][CH:25]=[CH:24][CH:23]=2)[CH2:13][CH2:12]1)=[O:10])[C:2]1[CH:7]=[CH:6][CH:5]=[CH:4][CH:3]=1.[C:28]([O:32][C:33]([NH:35][C@H:36]([CH:42]1[CH2:47][CH2:46][O:45][CH2:44][CH2:43]1)[CH2:37][CH2:38][C:39](O)=[O:40])=[O:34])([CH3:31])([CH3:30])[CH3:29].C1C=CC2N(O)N=NC=2C=1.CNC(N=C=NCC)CCNC. Product: [CH2:1]([O:8][C:9]([C@H:11]1[CH2:12][CH2:13][C@@H:14]([N:17]([CH2:18][CH2:19][O:20][CH2:21][C:22]2[CH:27]=[CH:26][CH:25]=[CH:24][CH:23]=2)[C:39](=[O:40])[CH2:38][CH2:37][C@H:36]([NH:35][C:33]([O:32][C:28]([CH3:30])([CH3:29])[CH3:31])=[O:34])[CH:42]2[CH2:43][CH2:44][O:45][CH2:46][CH2:47]2)[CH2:15][CH2:16]1)=[O:10])[C:2]1[CH:3]=[CH:4][CH:5]=[CH:6][CH:7]=1. The catalyst class is: 91. (5) Reactant: N12CCCN=C1CCCCC2.CO[C:14](=[O:30])[C:15]1[C:16](=[C:21]([CH2:25][NH:26][C:27](=[O:29])[CH3:28])[CH:22]=[CH:23][CH:24]=1)[C:17]([O:19]C)=O.Cl.[NH2:32][CH:33]1[CH2:39][CH2:38][C:37](=[O:40])[NH:36][C:34]1=[O:35]. Product: [O:35]=[C:34]1[CH:33]([N:32]2[C:17](=[O:19])[C:16]3[C:15](=[CH:24][CH:23]=[CH:22][C:21]=3[CH2:25][NH:26][C:27](=[O:29])[CH3:28])[C:14]2=[O:30])[CH2:39][CH2:38][C:37](=[O:40])[NH:36]1. The catalyst class is: 3. (6) Product: [F:33][C:18]1[CH:17]=[C:16]([C:10]2[C:9]([OH:8])=[CH:14][CH:13]=[C:12]([F:15])[CH:11]=2)[CH:21]=[CH:20][C:19]=1[S:22]([C:25]1[CH:26]=[CH:27][C:28]([O:31][CH3:32])=[CH:29][CH:30]=1)(=[O:23])=[O:24]. The catalyst class is: 285. Reactant: C([O:8][C:9]1[CH:14]=[CH:13][C:12]([F:15])=[CH:11][C:10]=1[C:16]1[CH:21]=[CH:20][C:19]([S:22]([C:25]2[CH:30]=[CH:29][C:28]([O:31][CH3:32])=[CH:27][CH:26]=2)(=[O:24])=[O:23])=[C:18]([F:33])[CH:17]=1)C1C=CC=CC=1. (7) Reactant: C(NCCO)(=[O:3])C.[H-].[Na+].[Cl:10][C:11]1[CH:12]=[C:13]([NH:25][C:26]2[C:35]3[C:30](=[CH:31][CH:32]=[CH:33][C:34]=3F)[N:29]=[CH:28][N:27]=2)[CH:14]=[CH:15][C:16]=1[O:17][CH2:18][C:19]1[CH:24]=[CH:23][CH:22]=[CH:21][N:20]=1.[Cl-].[NH4+]. Product: [Cl:10][C:11]1[CH:12]=[C:13]([NH:25][C:26]2[C:35]3[C:34]([OH:3])=[CH:33][CH:32]=[CH:31][C:30]=3[N:29]=[CH:28][N:27]=2)[CH:14]=[CH:15][C:16]=1[O:17][CH2:18][C:19]1[CH:24]=[CH:23][CH:22]=[CH:21][N:20]=1. The catalyst class is: 44.